This data is from Forward reaction prediction with 1.9M reactions from USPTO patents (1976-2016). The task is: Predict the product of the given reaction. (1) Given the reactants [OH:1][C:2]1[CH:3]=[CH:4][C:5]([I:8])=[N:6][CH:7]=1.[CH:9]([Si:12](Cl)([CH:16]([CH3:18])[CH3:17])[CH:13]([CH3:15])[CH3:14])([CH3:11])[CH3:10].N1C=CN=C1, predict the reaction product. The product is: [I:8][C:5]1[CH:4]=[CH:3][C:2]([O:1][Si:12]([CH:16]([CH3:18])[CH3:17])([CH:13]([CH3:15])[CH3:14])[CH:9]([CH3:11])[CH3:10])=[CH:7][N:6]=1. (2) Given the reactants [CH2:1]([O:3][C:4]1[CH:5]=[C:6]([CH:28]=[C:29]([O:32][CH2:33]C)[C:30]=1I)[CH2:7][N:8]1[CH2:11][C:10]2([CH2:15][C:14]([N:16]3[CH2:21][CH2:20][C:19]([CH3:27])([C:22]([O:24]CC)=[O:23])[CH2:18][CH2:17]3)=[N:13][O:12]2)[CH2:9]1)C.[Cl:35][C:36]1[CH:41]=[CH:40][C:39](B2OC(C)(C)C(C)(C)O2)=[CH:38][CH:37]=1, predict the reaction product. The product is: [Cl:35][C:36]1[CH:37]=[CH:38][C:39]([C:30]2[C:29]([O:32][CH3:33])=[CH:28][C:6]([CH2:7][N:8]3[CH2:9][C:10]4([CH2:15][C:14]([N:16]5[CH2:21][CH2:20][C:19]([CH3:27])([C:22]([OH:24])=[O:23])[CH2:18][CH2:17]5)=[N:13][O:12]4)[CH2:11]3)=[CH:5][C:4]=2[O:3][CH3:1])=[CH:40][CH:41]=1. (3) Given the reactants Cl.[CH3:2][O:3][C:4](=[O:9])[C@@H:5]([CH2:7][OH:8])[NH2:6].Cl[C:11](Cl)([O:13]C(=O)OC(Cl)(Cl)Cl)Cl, predict the reaction product. The product is: [O:13]=[C:11]1[NH:6][C@@H:5]([C:4]([O:3][CH3:2])=[O:9])[CH2:7][O:8]1. (4) Given the reactants [OH:1][C:2]1[CH:12]=[CH:11][C:5]([CH:6]=[CH:7][C:8]([OH:10])=[O:9])=[CH:4][CH:3]=1.[N+](=[CH2:15])=[N-], predict the reaction product. The product is: [CH3:15][O:9][C:8](=[O:10])/[CH:7]=[CH:6]/[C:5]1[CH:4]=[CH:3][C:2]([OH:1])=[CH:12][CH:11]=1.